From a dataset of Forward reaction prediction with 1.9M reactions from USPTO patents (1976-2016). Predict the product of the given reaction. (1) The product is: [CH2:31]([O:30][C:28](=[O:29])[CH2:27][N:24]1[CH:25]=[CH:26][C:22]([NH:21][C:4]([C:6]2[CH:11]=[C:10]([C:12]3[CH:13]=[C:14]([F:19])[CH:15]=[C:16]([F:18])[CH:17]=3)[CH:9]=[C:8]([CH3:20])[N:7]=2)=[O:5])=[N:23]1)[CH3:32]. Given the reactants C(O[C:4]([C:6]1[CH:11]=[C:10]([C:12]2[CH:17]=[C:16]([F:18])[CH:15]=[C:14]([F:19])[CH:13]=2)[CH:9]=[C:8]([CH3:20])[N:7]=1)=[O:5])C.[NH2:21][C:22]1[CH:26]=[CH:25][N:24]([CH2:27][C:28]([O:30][CH2:31][CH3:32])=[O:29])[N:23]=1, predict the reaction product. (2) The product is: [CH3:1][C:2]1[N:3]([CH2:25][C:26]([OH:28])=[O:27])[C:4]2[CH2:5][C:6]([CH3:24])([CH3:23])[CH2:7][C:8](=[O:22])[C:9]=2[C:10]=1[S:11](=[O:20])(=[O:21])[N:12]([CH3:19])[C:13]1[CH:18]=[CH:17][CH:16]=[CH:15][CH:14]=1. Given the reactants [CH3:1][C:2]1[N:3]([CH2:25][C:26]([O:28]CC)=[O:27])[C:4]2[CH2:5][C:6]([CH3:24])([CH3:23])[CH2:7][C:8](=[O:22])[C:9]=2[C:10]=1[S:11](=[O:21])(=[O:20])[N:12]([CH3:19])[C:13]1[CH:18]=[CH:17][CH:16]=[CH:15][CH:14]=1.[OH-].[Na+], predict the reaction product. (3) Given the reactants C([O:3][C:4](=[O:33])[CH2:5][S:6][C:7]1[S:11][C:10]([NH:12][C:13]([N:15](CC2CCCC2)[C:16]2[CH:21]=[CH:20][CH:19]=[C:18]([C:22](=[O:26])[NH:23][CH2:24][CH3:25])[CH:17]=2)=[O:14])=[N:9][CH:8]=1)C.[CH:34]1(N(C2C=CC(S(C)(=O)=O)=CC=2)C(=O)N(C)C2SC=C(CC(O)=O)N=2)[CH2:38][CH2:37][CH2:36][CH2:35]1.[CH:63]1(CNC2C=C(C=CC=2)C(NCC)=O)CCCC1.C(OC(=O)CSC1SC(N)=NC=1)C, predict the reaction product. The product is: [CH:34]1([N:15]([C:16]2[CH:21]=[CH:20][CH:19]=[C:18]([C:22](=[O:26])[NH:23][CH2:24][CH3:25])[CH:17]=2)[C:13](=[O:14])[N:12]([CH3:63])[C:10]2[S:11][C:7]([S:6][CH2:5][C:4]([OH:3])=[O:33])=[CH:8][N:9]=2)[CH2:38][CH2:37][CH2:36][CH2:35]1. (4) Given the reactants C(O)C.[CH:4]([C:7]1[CH:8]=[CH:9][C:10]([CH3:45])=[C:11]([N:13]2[CH2:44][CH2:43][C:16]3[N:17]=[C:18]([C:23]4[CH:31]=[CH:30][CH:29]=[C:28]5[C:24]=4[C:25]([CH3:42])=[CH:26][N:27]5[S:32]([C:35]4[CH:41]=[CH:40][C:38]([CH3:39])=[CH:37][CH:36]=4)(=[O:34])=[O:33])[N:19]=[C:20](OC)[C:15]=3[CH2:14]2)[CH:12]=1)([CH3:6])[CH3:5].Cl.[Cl-].[Cl:48]C=[N+](C)C, predict the reaction product. The product is: [Cl:48][C:20]1[C:15]2[CH2:14][N:13]([C:11]3[CH:12]=[C:7]([CH:4]([CH3:6])[CH3:5])[CH:8]=[CH:9][C:10]=3[CH3:45])[CH2:44][CH2:43][C:16]=2[N:17]=[C:18]([C:23]2[CH:31]=[CH:30][CH:29]=[C:28]3[C:24]=2[C:25]([CH3:42])=[CH:26][N:27]3[S:32]([C:35]2[CH:41]=[CH:40][C:38]([CH3:39])=[CH:37][CH:36]=2)(=[O:33])=[O:34])[N:19]=1. (5) Given the reactants [Cl:1][C:2]1[C:7]([CH3:8])=[C:6](Cl)[N:5]=[CH:4][N:3]=1.[NH3:10].O, predict the reaction product. The product is: [Cl:1][C:2]1[N:3]=[CH:4][N:5]=[C:6]([NH2:10])[C:7]=1[CH3:8]. (6) Given the reactants Cl[CH2:2][CH2:3][CH2:4][CH2:5][C:6](=O)[CH2:7][C:8](=O)[CH2:9][CH3:10].[NH2:13][NH2:14], predict the reaction product. The product is: [CH2:9]([C:8]1[CH:7]=[C:6]2[CH2:5][CH2:4][CH2:3][CH2:2][N:14]2[N:13]=1)[CH3:10]. (7) Given the reactants [CH3:1][S:2]([O:5][CH2:6][C@:7]1([CH2:40][CH:41]=[O:42])[CH2:12][C@H:11]([C:13]2[CH:18]=[CH:17][CH:16]=[C:15]([Cl:19])[CH:14]=2)[C@@H:10]([C:20]2[CH:25]=[CH:24][C:23]([Cl:26])=[CH:22][CH:21]=2)[N:9]([C@@H:27]([CH2:37][CH3:38])[CH2:28][N:29]([CH3:36])[S:30]([CH:33]2[CH2:35][CH2:34]2)(=[O:32])=[O:31])[C:8]1=[O:39])(=[O:4])=[O:3].OOS([O-])=O.[K+].[CH3:49][OH:50], predict the reaction product. The product is: [Cl:19][C:15]1[CH:14]=[C:13]([C@@H:11]2[C@@H:10]([C:20]3[CH:21]=[CH:22][C:23]([Cl:26])=[CH:24][CH:25]=3)[N:9]([C@@H:27]([CH2:37][CH3:38])[CH2:28][N:29]([CH3:36])[S:30]([CH:33]3[CH2:34][CH2:35]3)(=[O:32])=[O:31])[C:8](=[O:39])[C@:7]([CH2:40][C:41]([O:50][CH3:49])=[O:42])([CH2:6][O:5][S:2]([CH3:1])(=[O:4])=[O:3])[CH2:12]2)[CH:18]=[CH:17][CH:16]=1. (8) Given the reactants [C:1]([O:5][C:6]([N:8]1[CH2:12][C@H:11]([CH2:13][N:14]([CH3:24])[C:15](=[O:23])[CH2:16][C:17]2[CH:22]=[CH:21][CH:20]=[CH:19][CH:18]=2)[C@@H:10]([CH2:25][N:26]([CH:43]([CH3:45])[CH3:44])[C:27](=[O:42])[C:28]2[CH:33]=[CH:32][C:31]([O:34][CH3:35])=[C:30]([O:36][CH2:37][CH2:38][CH2:39][O:40][CH3:41])[CH:29]=2)[CH2:9]1)=[O:7])([CH3:4])([CH3:3])[CH3:2], predict the reaction product. The product is: [C:1]([O:5][C:6]([N:8]1[CH2:12][C@@H:11]([CH2:13][N:14]([CH3:24])[C:15](=[O:23])[CH2:16][C:17]2[CH:22]=[CH:21][CH:20]=[CH:19][CH:18]=2)[C@H:10]([CH2:25][N:26]([CH:43]([CH3:45])[CH3:44])[C:27](=[O:42])[C:28]2[CH:33]=[CH:32][C:31]([O:34][CH3:35])=[C:30]([O:36][CH2:37][CH2:38][CH2:39][O:40][CH3:41])[CH:29]=2)[CH2:9]1)=[O:7])([CH3:3])([CH3:4])[CH3:2]. (9) Given the reactants C([O:4][C@@H:5]1[CH2:21][C@H:20]2[C@@:8]([CH3:32])([CH:9]3[CH:17]([CH2:18][CH2:19]2)[CH:16]2[C@@:12]([CH3:31])([C:13]([N:22]4[C:26]5[CH:27]=[CH:28][CH:29]=[CH:30][C:25]=5[N:24]=[CH:23]4)=[CH:14][CH2:15]2)[CH2:11][CH2:10]3)[CH2:7][CH2:6]1)(=O)C.[OH-].[K+], predict the reaction product. The product is: [N:22]1([C:13]2[C@:12]3([CH3:31])[CH:16]([CH:17]4[CH:9]([CH2:10][CH2:11]3)[C@:8]3([CH3:32])[C@H:20]([CH2:21][C@@H:5]([OH:4])[CH2:6][CH2:7]3)[CH2:19][CH2:18]4)[CH2:15][CH:14]=2)[C:26]2[CH:27]=[CH:28][CH:29]=[CH:30][C:25]=2[N:24]=[CH:23]1.